Dataset: Full USPTO retrosynthesis dataset with 1.9M reactions from patents (1976-2016). Task: Predict the reactants needed to synthesize the given product. (1) Given the product [C:1]([O:9][CH2:11][CH:12]1[CH2:17][CH:16]2[CH2:18][CH:13]1[CH2:14][CH2:15]2)(=[O:8])[CH2:2][CH2:3][CH2:4][C:5]([O:7][CH2:11][CH:12]1[CH2:17][CH:16]2[CH2:18][CH:13]1[CH2:14][CH2:15]2)=[O:6], predict the reactants needed to synthesize it. The reactants are: [C:1]([OH:9])(=[O:8])[CH2:2][CH2:3][CH2:4][C:5]([OH:7])=[O:6].O[CH2:11][CH:12]1[CH2:17][CH:16]2[CH2:18][CH:13]1[CH2:14][CH2:15]2. (2) Given the product [CH2:8]([NH:15][C:16](=[O:40])[C@@H:17]([CH2:38][O:39][CH3:4])[NH:18][C:19]([C:32]1[CH:33]=[CH:34][CH:35]=[CH:36][CH:37]=1)([C:26]1[CH:27]=[CH:28][CH:29]=[CH:30][CH:31]=1)[C:20]1[CH:25]=[CH:24][CH:23]=[CH:22][CH:21]=1)[C:9]1[CH:10]=[CH:11][CH:12]=[CH:13][CH:14]=1, predict the reactants needed to synthesize it. The reactants are: [H-].[Na+].N1C=CN=[CH:4]1.[CH2:8]([NH:15][C:16](=[O:40])[C@@H:17]([CH2:38][OH:39])[NH:18][C:19]([C:32]1[CH:37]=[CH:36][CH:35]=[CH:34][CH:33]=1)([C:26]1[CH:31]=[CH:30][CH:29]=[CH:28][CH:27]=1)[C:20]1[CH:25]=[CH:24][CH:23]=[CH:22][CH:21]=1)[C:9]1[CH:14]=[CH:13][CH:12]=[CH:11][CH:10]=1.CI. (3) Given the product [Br:14][C:15]1[C:16]([CH3:24])=[CH:17][C:18]([N+:21]([O-:23])=[O:22])=[CH:19][C:20]=1[CH2:2][N:3]1[C:7](=[O:8])[C:6]2[C:5](=[CH:12][CH:11]=[CH:10][CH:9]=2)[C:4]1=[O:13], predict the reactants needed to synthesize it. The reactants are: O[CH2:2][N:3]1[C:7](=[O:8])[C:6]2=[CH:9][CH:10]=[CH:11][CH:12]=[C:5]2[C:4]1=[O:13].[Br:14][C:15]1[CH:20]=[CH:19][C:18]([N+:21]([O-:23])=[O:22])=[CH:17][C:16]=1[CH3:24]. (4) Given the product [CH2:22]([N:29]1[CH:30]2[CH2:36][CH2:35][CH:34]1[CH2:33][CH:32]([NH:37][S:2]([C:5]1[CH:14]=[CH:13][C:12]3[NH:11][C:10](=[O:15])[C:9]4[NH:16][CH:17]=[CH:18][C:8]=4[C:7]=3[CH:6]=1)(=[O:3])=[O:4])[CH2:31]2)[C:23]1[CH:24]=[CH:25][CH:26]=[CH:27][CH:28]=1.[CH2:18]([C:19]([O-:21])=[O:20])[CH3:17], predict the reactants needed to synthesize it. The reactants are: Cl[S:2]([C:5]1[CH:14]=[CH:13][C:12]2[NH:11][C:10](=[O:15])[C:9]3[NH:16][CH:17]=[C:18]([C:19]([OH:21])=[O:20])[C:8]=3[C:7]=2[CH:6]=1)(=[O:4])=[O:3].[CH2:22]([N:29]1[CH:34]2[CH2:35][CH2:36][CH:30]1[CH2:31][CH:32]([NH2:37])[CH2:33]2)[C:23]1[CH:28]=[CH:27][CH:26]=[CH:25][CH:24]=1.C(OS(OCC)(=O)=O)C. (5) Given the product [CH3:26][S:27][C:28]1[CH:33]=[CH:32][C:31]([NH:34][C:21]([C:19]2[N:20]=[C:16]([CH2:15][O:14][C:13]3[CH:12]=[CH:11][C:10]([CH2:9][CH2:8][CH2:7][CH2:6][N:1]4[CH:5]=[CH:4][N:3]=[N:2]4)=[CH:25][CH:24]=3)[O:17][CH:18]=2)=[O:23])=[CH:30][CH:29]=1, predict the reactants needed to synthesize it. The reactants are: [N:1]1([CH2:6][CH2:7][CH2:8][CH2:9][C:10]2[CH:25]=[CH:24][C:13]([O:14][CH2:15][C:16]3[O:17][CH:18]=[C:19]([C:21]([OH:23])=O)[N:20]=3)=[CH:12][CH:11]=2)[CH:5]=[CH:4][N:3]=[N:2]1.[CH3:26][S:27][C:28]1[CH:33]=[CH:32][C:31]([NH2:34])=[CH:30][CH:29]=1. (6) Given the product [CH:5]1([C:8]2[CH:13]=[C:12]([CH2:14][N:15]3[CH2:20][CH2:19][CH:18]([N:21]4[CH2:30][CH2:29][C:28]5[N:27]=[C:26]([CH2:31][CH2:32][CH3:33])[C:25]([C:34]([OH:36])=[O:35])=[CH:24][C:23]=5[C:22]4=[O:38])[CH2:17][CH2:16]3)[C:11]([O:39][CH2:40][CH3:41])=[CH:10][C:9]=2[C:42]2[CH:43]=[CH:44][C:45]([F:48])=[CH:46][CH:47]=2)[CH2:6][CH2:7]1, predict the reactants needed to synthesize it. The reactants are: [OH-].[Na+].CO.[CH:5]1([C:8]2[CH:13]=[C:12]([CH2:14][N:15]3[CH2:20][CH2:19][CH:18]([N:21]4[CH2:30][CH2:29][C:28]5[N:27]=[C:26]([CH2:31][CH2:32][CH3:33])[C:25]([C:34]([O:36]C)=[O:35])=[CH:24][C:23]=5[C:22]4=[O:38])[CH2:17][CH2:16]3)[C:11]([O:39][CH2:40][CH3:41])=[CH:10][C:9]=2[C:42]2[CH:47]=[CH:46][C:45]([F:48])=[CH:44][CH:43]=2)[CH2:7][CH2:6]1.Cl. (7) The reactants are: [O:1]1[CH2:4][C:3](=O)[CH2:2]1.C[Si]([C:10]#[N:11])(C)C.[CH2:12]([NH:19][CH2:20][C:21]1[CH:26]=[CH:25][CH:24]=[CH:23][CH:22]=1)[C:13]1[CH:18]=[CH:17][CH:16]=[CH:15][CH:14]=1. Given the product [CH2:20]([N:19]([CH2:12][C:13]1[CH:18]=[CH:17][CH:16]=[CH:15][CH:14]=1)[C:3]1([C:10]#[N:11])[CH2:4][O:1][CH2:2]1)[C:21]1[CH:26]=[CH:25][CH:24]=[CH:23][CH:22]=1, predict the reactants needed to synthesize it.